From a dataset of Peptide-MHC class I binding affinity with 185,985 pairs from IEDB/IMGT. Regression. Given a peptide amino acid sequence and an MHC pseudo amino acid sequence, predict their binding affinity value. This is MHC class I binding data. (1) The binding affinity (normalized) is 0.158. The peptide sequence is VPLDEDFRKY. The MHC is HLA-A02:02 with pseudo-sequence HLA-A02:02. (2) The peptide sequence is MLASIDLKY. The MHC is HLA-A24:02 with pseudo-sequence HLA-A24:02. The binding affinity (normalized) is 0. (3) The peptide sequence is DSLLITNTK. The MHC is HLA-A31:01 with pseudo-sequence HLA-A31:01. The binding affinity (normalized) is 0.0914. (4) The MHC is HLA-B15:01 with pseudo-sequence HLA-B15:01. The peptide sequence is YQTPAIRAEH. The binding affinity (normalized) is 0.563. (5) The peptide sequence is QATQDVKNW. The MHC is HLA-B57:01 with pseudo-sequence HLA-B57:01. The binding affinity (normalized) is 0.227. (6) The peptide sequence is ESDSKPQKV. The MHC is HLA-A24:02 with pseudo-sequence HLA-A24:02. The binding affinity (normalized) is 0. (7) The peptide sequence is PELRSLASW. The MHC is Mamu-A11 with pseudo-sequence Mamu-A11. The binding affinity (normalized) is 0.208. (8) The peptide sequence is FPCSICLSGL. The MHC is HLA-B07:02 with pseudo-sequence HLA-B07:02. The binding affinity (normalized) is 0.624. (9) The peptide sequence is ASDRISGIL. The MHC is HLA-B27:05 with pseudo-sequence HLA-B27:05. The binding affinity (normalized) is 0.0847.